Dataset: Full USPTO retrosynthesis dataset with 1.9M reactions from patents (1976-2016). Task: Predict the reactants needed to synthesize the given product. (1) Given the product [OH:11][C:6]1[CH:7]=[CH:8][CH:9]=[CH:10][C:5]=1[CH:3]([OH:4])[CH2:2][NH:1][C:22]([NH:21][C@@H:19]([C:15]1[CH:16]=[CH:17][CH:18]=[C:13]([OH:12])[CH:14]=1)[CH3:20])=[S:23], predict the reactants needed to synthesize it. The reactants are: [NH2:1][CH2:2][CH:3]([C:5]1[CH:10]=[CH:9][CH:8]=[CH:7][C:6]=1[OH:11])[OH:4].[OH:12][C:13]1[CH:14]=[C:15]([C@H:19]([N:21]=[C:22]=[S:23])[CH3:20])[CH:16]=[CH:17][CH:18]=1. (2) Given the product [N:9]1[C:10]2[CH2:11][CH2:2][CH2:3][NH:4][C:5]=2[C:6]([O:12][C:13]2[CH:14]=[CH:15][C:16]([NH2:19])=[CH:17][CH:18]=2)=[CH:7][CH:8]=1, predict the reactants needed to synthesize it. The reactants are: Br[C:2]1[CH:11]=[C:10]2[C:5]([C:6]([O:12][C:13]3[CH:18]=[CH:17][C:16]([NH2:19])=[CH:15][CH:14]=3)=[CH:7][CH:8]=[N:9]2)=[N:4][CH:3]=1.[H][H]. (3) Given the product [CH3:1][CH:2]([NH:6][C:10](=[O:11])[C:9]1[C:13]([F:19])=[C:14]([F:18])[CH:15]=[C:16]([F:17])[C:8]=1[F:7])[CH:3]([CH3:5])[CH3:4], predict the reactants needed to synthesize it. The reactants are: [CH3:1][CH:2]([NH2:6])[CH:3]([CH3:5])[CH3:4].[F:7][C:8]1[C:16]([F:17])=[CH:15][C:14]([F:18])=[C:13]([F:19])[C:9]=1[C:10](Cl)=[O:11]. (4) The reactants are: [F:1][C:2]1[CH:7]=[CH:6][CH:5]=[C:4]([F:8])[C:3]=1[C:9](=[O:12])[CH2:10][CH3:11].C1C=C[NH+]=CC=1.[Br:19][Br-]Br. Given the product [Br:19][CH:10]([CH3:11])[C:9]([C:3]1[C:2]([F:1])=[CH:7][CH:6]=[CH:5][C:4]=1[F:8])=[O:12], predict the reactants needed to synthesize it. (5) Given the product [C:24]([NH:26][C:11]1([CH2:15][CH3:16])[CH2:12][CH2:13][N:8]([CH2:1][C:2]2[CH:7]=[CH:6][CH:5]=[CH:4][CH:3]=2)[CH2:9][CH2:10]1)(=[O:22])[CH3:25], predict the reactants needed to synthesize it. The reactants are: [CH2:1]([N:8]1[CH2:13][CH2:12][C:11]([CH2:15][CH3:16])(O)[CH2:10][CH2:9]1)[C:2]1[CH:7]=[CH:6][CH:5]=[CH:4][CH:3]=1.S(=O)(=O)(O)O.[OH-:22].[K+].[C:24](#[N:26])[CH3:25].